From a dataset of Full USPTO retrosynthesis dataset with 1.9M reactions from patents (1976-2016). Predict the reactants needed to synthesize the given product. (1) Given the product [CH2:1]([O:8][C:9]1[CH:14]=[CH:13][C:12]([C:15]2[N:16]([CH2:21][CH2:22][CH2:23][O:24][C:35]3[CH:36]=[CH:37][C:32]([CH2:25][C:26]4[CH:31]=[CH:30][CH:29]=[CH:28][CH:27]=4)=[CH:33][CH:34]=3)[C:17]([CH3:20])=[CH:18][CH:19]=2)=[CH:11][CH:10]=1)[C:2]1[CH:3]=[CH:4][CH:5]=[CH:6][CH:7]=1, predict the reactants needed to synthesize it. The reactants are: [CH2:1]([O:8][C:9]1[CH:14]=[CH:13][C:12]([C:15]2[N:16]([CH2:21][CH2:22][CH2:23][OH:24])[C:17]([CH3:20])=[CH:18][CH:19]=2)=[CH:11][CH:10]=1)[C:2]1[CH:7]=[CH:6][CH:5]=[CH:4][CH:3]=1.[CH2:25]([C:32]1[CH:37]=[CH:36][C:35](O)=[CH:34][CH:33]=1)[C:26]1[CH:31]=[CH:30][CH:29]=[CH:28][CH:27]=1.C1(P(C2C=CC=CC=2)C2C=CC=CC=2)C=CC=CC=1.N(C(N1CCCCC1)=O)=NC(N1CCCCC1)=O. (2) Given the product [F:1][C:2]([F:13])([C:6]1[CH:11]=[CH:10][C:9]([F:12])=[CH:8][N:7]=1)[C:3]1[NH:20][C:18](=[O:19])[C:17]2[C:16](=[CH:24][C:23]([O:25][CH3:26])=[CH:22][CH:21]=2)[N:15]=1, predict the reactants needed to synthesize it. The reactants are: [F:1][C:2]([F:13])([C:6]1[CH:11]=[CH:10][C:9]([F:12])=[CH:8][N:7]=1)[C:3]([O-])=O.[Na+].[NH2:15][C:16]1[CH:24]=[C:23]([O:25][CH3:26])[CH:22]=[CH:21][C:17]=1[C:18]([NH2:20])=[O:19].C[Si](OP(=O)=O)(C)C.